This data is from Catalyst prediction with 721,799 reactions and 888 catalyst types from USPTO. The task is: Predict which catalyst facilitates the given reaction. Reactant: [Cl:1][C:2]1[CH:7]=[CH:6][C:5]([N:8]2[C:16]([CH:17]([CH:21]3[CH2:26][CH2:25][CH2:24][CH2:23][CH2:22]3)[C:18](O)=[O:19])=[C:15]3[C:10]([CH2:11][CH2:12][CH2:13][CH2:14]3)=[N:9]2)=[CH:4][CH:3]=1.S(Cl)(Cl)=O.[F:31][C:32]1[CH:38]=[C:37]([F:39])[CH:36]=[CH:35][C:33]=1[NH2:34]. Product: [Cl:1][C:2]1[CH:3]=[CH:4][C:5]([N:8]2[C:16]([CH:17]([CH:21]3[CH2:26][CH2:25][CH2:24][CH2:23][CH2:22]3)[C:18]([NH:34][C:33]3[CH:35]=[CH:36][C:37]([F:39])=[CH:38][C:32]=3[F:31])=[O:19])=[C:15]3[C:10]([CH2:11][CH2:12][CH2:13][CH2:14]3)=[N:9]2)=[CH:6][CH:7]=1. The catalyst class is: 142.